This data is from Full USPTO retrosynthesis dataset with 1.9M reactions from patents (1976-2016). The task is: Predict the reactants needed to synthesize the given product. (1) Given the product [NH2:7][C:8]1([C:14]([NH:15][C@H:16]([C:35]#[N:36])[CH2:17][C:18]2[CH:19]=[CH:20][C:21]([C:24]3[CH:29]=[CH:28][C:27]([S:30]([CH2:33][CH3:34])(=[O:32])=[O:31])=[CH:26][CH:25]=3)=[CH:22][CH:23]=2)=[O:37])[CH2:9][CH2:10][O:11][CH2:12][CH2:13]1, predict the reactants needed to synthesize it. The reactants are: C(OC(=O)[NH:7][C:8]1([C:14](=[O:37])[NH:15][C@H:16]([C:35]#[N:36])[CH2:17][C:18]2[CH:23]=[CH:22][C:21]([C:24]3[CH:29]=[CH:28][C:27]([S:30]([CH2:33][CH3:34])(=[O:32])=[O:31])=[CH:26][CH:25]=3)=[CH:20][CH:19]=2)[CH2:13][CH2:12][O:11][CH2:10][CH2:9]1)(C)(C)C. (2) Given the product [CH2:1]([C:5]1[O:6][C:7]2[CH:15]=[CH:14][CH:13]=[CH:12][C:8]=2[C:9]=1[CH:10]=[N:22][OH:23])[CH2:2][CH2:3][CH3:4], predict the reactants needed to synthesize it. The reactants are: [CH2:1]([C:5]1[O:6][C:7]2[CH:15]=[CH:14][CH:13]=[CH:12][C:8]=2[C:9]=1[CH:10]=O)[CH2:2][CH2:3][CH3:4].C([O-])(=O)C.[Na+].Cl.[NH2:22][OH:23]. (3) Given the product [OH:27][C@@:20]1([CH2:19][NH:18][C:45]([C:44]2[C:36]3[C:33](=[N:30][CH:29]=[CH:28][C:35]=3[Cl:38])[N:39]([C:1](=[O:3])[NH2:2])[C:43]=2[CH3:42])=[O:52])[CH2:25][CH2:24][CH2:23][C@H:22]([CH3:26])[CH2:21]1, predict the reactants needed to synthesize it. The reactants are: [C:1](CN1C2=NC=CC(Cl)=C2C(C(O)=O)=C1)(=[O:3])[NH2:2].[NH2:18][CH2:19][C@:20]1([OH:27])[CH2:25][CH2:24][CH2:23][C@H:22]([CH3:26])[CH2:21]1.[CH3:28][CH2:29][N:30]([CH2:33]C)CC.[CH2:35]([Cl:38])[CH2:36]Cl.[N:39]1(O)[C:43]2[CH:44]=[CH:45]C=C[C:42]=2N=N1.C1C[O:52]CC1. (4) Given the product [N:23]1[C:2]2[C:8]3[CH:9]=[CH:10][CH:11]=[CH:12][C:7]=3[O:6][CH2:5][CH2:4][C:3]=2[C:13]([OH:15])=[N:24][CH:22]=1, predict the reactants needed to synthesize it. The reactants are: O=[C:2]1[C:8]2[CH:9]=[CH:10][CH:11]=[CH:12][C:7]=2[O:6][CH2:5][CH2:4][CH:3]1[C:13]([O:15]CC)=O.C(O)(=O)C.[CH:22]([NH2:24])=[NH:23].C(OCC)(=O)C.Cl. (5) Given the product [CH3:12][C:9]1[C:8]([CH3:13])=[N:7][C:6]2[C:11](=[C:2]([C:35]#[C:36][Si:38]([CH3:40])([CH3:39])[CH3:37])[C:3]3[C:4](=[N:15][S:16][N:17]=3)[C:5]=2[C:42]#[C:41][Si:38]([CH3:40])([CH3:39])[CH3:37])[N:10]=1, predict the reactants needed to synthesize it. The reactants are: Br[C:2]1[C:3]2[C:4](=[N:15][S:16][N:17]=2)[C:5](Br)=[C:6]2[C:11]=1[N:10]=[C:9]([CH3:12])[C:8]([CH3:13])=[N:7]2.C1C=CC([As](C2C=CC=[CH:35][CH:36]=2)C2C=CC=CC=2)=CC=1.[CH3:37][Si:38]([C:41]#[CH:42])([CH3:40])[CH3:39].CCN(CC)CC. (6) The reactants are: [Br:1][C:2]1[CH:3]=[C:4]([SH:8])[CH:5]=[CH:6][CH:7]=1.Br[CH2:10][CH2:11][CH2:12][CH2:13][CH2:14][O:15][CH3:16]. Given the product [Br:1][C:2]1[CH:3]=[C:4]([S:8][CH2:10][CH2:11][CH2:12][CH2:13][CH2:14][O:15][CH3:16])[CH:5]=[CH:6][CH:7]=1, predict the reactants needed to synthesize it. (7) Given the product [CH:14]1([N:12]2[C:13]3[C:5]([C:3]([O:2][CH3:1])=[O:4])=[C:6]([F:35])[CH:7]=[CH:8][C:9]=3[N:10]=[C:11]2[C@@H:17]([NH:19][C:20]2[N:28]=[CH:27][N:26]=[C:25]3[C:21]=2[N:22]=[CH:23][NH:24]3)[CH3:18])[CH2:16][CH2:15]1, predict the reactants needed to synthesize it. The reactants are: [CH3:1][O:2][C:3]([C:5]1[C:13]2[N:12]([CH:14]3[CH2:16][CH2:15]3)[C:11]([C@@H:17]([NH:19][C:20]3[N:28]=[CH:27][N:26]=[C:25]4[C:21]=3[N:22]=[CH:23][N:24]4C3CCCCO3)[CH3:18])=[N:10][C:9]=2[CH:8]=[CH:7][C:6]=1[F:35])=[O:4].